This data is from NCI-60 drug combinations with 297,098 pairs across 59 cell lines. The task is: Regression. Given two drug SMILES strings and cell line genomic features, predict the synergy score measuring deviation from expected non-interaction effect. (1) Drug 1: CN1CCC(CC1)COC2=C(C=C3C(=C2)N=CN=C3NC4=C(C=C(C=C4)Br)F)OC. Drug 2: CCN(CC)CCNC(=O)C1=C(NC(=C1C)C=C2C3=C(C=CC(=C3)F)NC2=O)C. Cell line: SNB-19. Synergy scores: CSS=0.849, Synergy_ZIP=-0.252, Synergy_Bliss=-0.568, Synergy_Loewe=-3.76, Synergy_HSA=-1.87. (2) Drug 1: CNC(=O)C1=CC=CC=C1SC2=CC3=C(C=C2)C(=NN3)C=CC4=CC=CC=N4. Drug 2: CC(CN1CC(=O)NC(=O)C1)N2CC(=O)NC(=O)C2. Cell line: HOP-92. Synergy scores: CSS=8.35, Synergy_ZIP=-1.99, Synergy_Bliss=-1.99, Synergy_Loewe=-2.23, Synergy_HSA=-2.65. (3) Cell line: SW-620. Drug 1: CS(=O)(=O)C1=CC(=C(C=C1)C(=O)NC2=CC(=C(C=C2)Cl)C3=CC=CC=N3)Cl. Drug 2: CC1CCCC2(C(O2)CC(NC(=O)CC(C(C(=O)C(C1O)C)(C)C)O)C(=CC3=CSC(=N3)C)C)C. Synergy scores: CSS=16.7, Synergy_ZIP=7.98, Synergy_Bliss=9.60, Synergy_Loewe=4.25, Synergy_HSA=6.68. (4) Drug 1: CC(CN1CC(=O)NC(=O)C1)N2CC(=O)NC(=O)C2. Drug 2: B(C(CC(C)C)NC(=O)C(CC1=CC=CC=C1)NC(=O)C2=NC=CN=C2)(O)O. Cell line: A498. Synergy scores: CSS=19.5, Synergy_ZIP=-6.28, Synergy_Bliss=-6.53, Synergy_Loewe=-4.27, Synergy_HSA=-4.15. (5) Drug 1: CC1CCC2CC(C(=CC=CC=CC(CC(C(=O)C(C(C(=CC(C(=O)CC(OC(=O)C3CCCCN3C(=O)C(=O)C1(O2)O)C(C)CC4CCC(C(C4)OC)OCCO)C)C)O)OC)C)C)C)OC. Drug 2: CCN(CC)CCCC(C)NC1=C2C=C(C=CC2=NC3=C1C=CC(=C3)Cl)OC. Cell line: K-562. Synergy scores: CSS=28.6, Synergy_ZIP=-7.42, Synergy_Bliss=-6.11, Synergy_Loewe=-1.27, Synergy_HSA=-1.05.